This data is from Reaction yield outcomes from USPTO patents with 853,638 reactions. The task is: Predict the reaction yield, written as a fraction of the theoretical maximum amount of product (1.0 means a 100% yield; for example, 0.34 means a 34% yield). (1) The reactants are [CH2:1]([O:8][C:9]1[CH:14]=[CH:13][N:12]([C:15]2[CH:20]=[CH:19][C:18]([OH:21])=[CH:17][CH:16]=2)[C:11](=[O:22])[CH:10]=1)[C:2]1[CH:7]=[CH:6][CH:5]=[CH:4][CH:3]=1.C(P(CCCC)CCCC)CCC.N([C:46]([N:48]1[CH2:53][CH2:52][CH2:51][CH2:50][CH2:49]1)=O)=N[C:46]([N:48]1[CH2:53][CH2:52][CH2:51][CH2:50][CH2:49]1)=O.C(OCC)(=O)C. The catalyst is C1COCC1. The product is [CH2:1]([O:8][C:9]1[CH:14]=[CH:13][N:12]([C:15]2[CH:16]=[CH:17][C:18]([O:21][CH2:50][CH2:49][N:48]3[CH2:53][CH2:52][CH2:51][CH2:46]3)=[CH:19][CH:20]=2)[C:11](=[O:22])[CH:10]=1)[C:2]1[CH:7]=[CH:6][CH:5]=[CH:4][CH:3]=1. The yield is 0.710. (2) The reactants are [NH2:1][C:2]1[CH:7]=[CH:6][C:5]([Cl:8])=[CH:4][C:3]=1[C:9](=[O:11])[CH3:10].[O:12](S(C(F)(F)F)(=O)=O)[S:13]([C:16]([F:19])([F:18])[F:17])(=O)=[O:14]. The catalyst is ClCCl. The product is [C:9]([C:3]1[CH:4]=[C:5]([Cl:8])[CH:6]=[CH:7][C:2]=1[NH:1][S:13]([C:16]([F:19])([F:18])[F:17])(=[O:14])=[O:12])(=[O:11])[CH3:10]. The yield is 0.820.